Dataset: Full USPTO retrosynthesis dataset with 1.9M reactions from patents (1976-2016). Task: Predict the reactants needed to synthesize the given product. Given the product [F:21][C:18]1[CH:19]=[CH:20][C:15]([C:14]2[CH:13]=[CH:12][N:11]=[CH:10][C:9]=2[N:7]([CH3:8])[C:5](=[O:6])[C:4]2[CH:3]=[C:2]([S:35][CH2:34][CH2:33][Si:32]([CH3:37])([CH3:36])[CH3:31])[CH:26]=[C:25]([C:27]([F:28])([F:29])[F:30])[CH:24]=2)=[C:16]([O:22][CH3:23])[CH:17]=1, predict the reactants needed to synthesize it. The reactants are: Br[C:2]1[CH:3]=[C:4]([CH:24]=[C:25]([C:27]([F:30])([F:29])[F:28])[CH:26]=1)[C:5]([N:7]([C:9]1[CH:10]=[N:11][CH:12]=[CH:13][C:14]=1[C:15]1[CH:20]=[CH:19][C:18]([F:21])=[CH:17][C:16]=1[O:22][CH3:23])[CH3:8])=[O:6].[CH3:31][Si:32]([CH3:37])([CH3:36])[CH2:33][CH2:34][SH:35].C1(P(C2C=CC=CC=2)C2C3OC4C(=CC=CC=4P(C4C=CC=CC=4)C4C=CC=CC=4)C(C)(C)C=3C=CC=2)C=CC=CC=1.CCN(C(C)C)C(C)C.[NH4+].[Cl-].